This data is from Forward reaction prediction with 1.9M reactions from USPTO patents (1976-2016). The task is: Predict the product of the given reaction. (1) Given the reactants [CH:1]1([CH2:4][O:5][C:6]2[N:11]=[C:10]([C:12]([NH:14][CH:15]([CH2:20][CH2:21][C:22]3[CH:27]=[CH:26][CH:25]=[CH:24][CH:23]=3)[CH2:16][C:17](O)=[O:18])=[O:13])[CH:9]=[CH:8][C:7]=2[N:28]2[CH2:31][C:30]([F:33])([F:32])[CH2:29]2)[CH2:3][CH2:2]1.Cl.CN.[CH3:37][N:38](C(ON1N=NC2C=CC=CC1=2)=[N+](C)C)C.[B-](F)(F)(F)F.CCN(C(C)C)C(C)C, predict the reaction product. The product is: [CH3:37][NH:38][C:17]([CH2:16][CH:15]([NH:14][C:12]([C:10]1[CH:9]=[CH:8][C:7]([N:28]2[CH2:29][C:30]([F:32])([F:33])[CH2:31]2)=[C:6]([O:5][CH2:4][CH:1]2[CH2:2][CH2:3]2)[N:11]=1)=[O:13])[CH2:20][CH2:21][C:22]1[CH:23]=[CH:24][CH:25]=[CH:26][CH:27]=1)=[O:18]. (2) Given the reactants [NH2:1][C:2]([C:4]1[C:13]([NH:14][CH:15]([CH2:18][CH3:19])[CH2:16][CH3:17])=[CH:12][C:7]([C:8]([O:10]C)=[O:9])=[C:6]([C:20]([F:23])([F:22])[F:21])[CH:5]=1)=[O:3].[OH-].[Na+], predict the reaction product. The product is: [NH2:1][C:2]([C:4]1[C:13]([NH:14][CH:15]([CH2:16][CH3:17])[CH2:18][CH3:19])=[CH:12][C:7]([C:8]([OH:10])=[O:9])=[C:6]([C:20]([F:21])([F:22])[F:23])[CH:5]=1)=[O:3]. (3) Given the reactants [CH3:1][O:2][C:3]1[CH:4]=[C:5]2[C:10](=[CH:11][CH:12]=1)[C:9](=[O:13])[NH:8][CH2:7][CH2:6]2.[H-].[Na+].[CH2:16](I)[CH3:17].CO, predict the reaction product. The product is: [CH2:16]([N:8]1[CH2:7][CH2:6][C:5]2[C:10](=[CH:11][CH:12]=[C:3]([O:2][CH3:1])[CH:4]=2)[C:9]1=[O:13])[CH3:17]. (4) Given the reactants C[Si](C)(C)[O:3][C@@H:4]1[C@@H:9]([O:10][Si](C)(C)C)[C@H:8]([O:15][Si](C)(C)C)[C@@H:7]([CH2:20][O:21][Si](C)(C)C)[O:6][C:5]1=[O:26].C([Mg]Cl)(C)C.[Li+].[Cl-], predict the reaction product. The product is: [CH2:20]([OH:21])[C@H:7]1[O:6][C:5](=[O:26])[C@H:4]([OH:3])[C@@H:9]([OH:10])[C@@H:8]1[OH:15]. (5) Given the reactants [F:1][C:2]1[CH:10]=[C:9]([O:11][CH3:12])[C:8]([F:13])=[C:7]2[C:3]=1[CH2:4][CH2:5][C:6]2=O.[CH3:15]C(C)([O-])C.[K+].N#N, predict the reaction product. The product is: [F:1][C:2]1[CH:10]=[C:9]([O:11][CH3:12])[C:8]([F:13])=[C:7]2[C:3]=1[CH2:4][CH2:5][C:6]2=[CH2:15]. (6) Given the reactants [NH2:1][C:2]1[NH:6][N:5]=[C:4]([CH3:7])[C:3]=1[C:8]1[S:9][C:10]2[CH:16]=[C:15]([S:17](Cl)(=[O:19])=[O:18])[CH:14]=[CH:13][C:11]=2[N:12]=1.C(N(CC)CC)C.[NH2:28][CH2:29][CH2:30][OH:31], predict the reaction product. The product is: [OH:31][CH2:30][CH2:29][NH:28][S:17]([C:15]1[CH:14]=[CH:13][C:11]2[N:12]=[C:8]([C:3]3[C:4]([CH3:7])=[N:5][NH:6][C:2]=3[NH2:1])[S:9][C:10]=2[CH:16]=1)(=[O:19])=[O:18]. (7) Given the reactants [CH3:1][C:2]1[C:9]([N:10]2[C:14]3[CH:15]=[CH:16][C:17]([O:19][C:20]([F:23])([F:22])[F:21])=[CH:18][C:13]=3[N:12]=[C:11]2[C@H:24]2[CH2:28][CH2:27][CH2:26][O:25]2)=[CH:8][CH:7]=[CH:6][C:3]=1[CH:4]=O.[NH2:29][C:30]1[CH:43]=[CH:42][C:33]2[C@H:34]([CH2:37][C:38]([O:40][CH3:41])=[O:39])[CH2:35][O:36][C:32]=2[CH:31]=1.C(O[BH-](OC(=O)C)OC(=O)C)(=O)C.[Na+].[OH-].[Na+], predict the reaction product. The product is: [CH3:1][C:2]1[C:9]([N:10]2[C:14]3[CH:15]=[CH:16][C:17]([O:19][C:20]([F:22])([F:23])[F:21])=[CH:18][C:13]=3[N:12]=[C:11]2[C@H:24]2[CH2:28][CH2:27][CH2:26][O:25]2)=[CH:8][CH:7]=[CH:6][C:3]=1[CH2:4][NH:29][C:30]1[CH:43]=[CH:42][C:33]2[C@H:34]([CH2:37][C:38]([O:40][CH3:41])=[O:39])[CH2:35][O:36][C:32]=2[CH:31]=1. (8) Given the reactants [O:1]1[CH:5]=[CH:4][C:3]([C:6]2[CH:13]=[CH:12][C:11]([OH:14])=[CH:10][C:7]=2[C:8]#[N:9])=[CH:2]1, predict the reaction product. The product is: [NH2:9][CH2:8][C:7]1[CH:10]=[C:11]([OH:14])[CH:12]=[CH:13][C:6]=1[C:3]1[CH:4]=[CH:5][O:1][CH:2]=1. (9) Given the reactants [Cl-].O[NH3+:3].[C:4](=[O:7])([O-])[OH:5].[Na+].CS(C)=O.[OH:13][C:14]([CH3:52])([CH3:51])[CH2:15][O:16][C@H:17]1[CH2:22][CH2:21][C@H:20]([N:23]2[C:28](=[O:29])[C:27]([CH2:30][C:31]3[CH:36]=[CH:35][C:34]([C:37]4[C:38]([C:43]#[N:44])=[CH:39][CH:40]=[CH:41][CH:42]=4)=[CH:33][CH:32]=3)=[C:26]([CH2:45][CH2:46][CH3:47])[N:25]3[N:48]=[CH:49][N:50]=[C:24]23)[CH2:19][CH2:18]1, predict the reaction product. The product is: [OH:13][C:14]([CH3:51])([CH3:52])[CH2:15][O:16][C@H:17]1[CH2:22][CH2:21][C@H:20]([N:23]2[C:28](=[O:29])[C:27]([CH2:30][C:31]3[CH:36]=[CH:35][C:34]([C:37]4[CH:42]=[CH:41][CH:40]=[CH:39][C:38]=4[C:43]4[NH:3][C:4](=[O:7])[O:5][N:44]=4)=[CH:33][CH:32]=3)=[C:26]([CH2:45][CH2:46][CH3:47])[N:25]3[N:48]=[CH:49][N:50]=[C:24]23)[CH2:19][CH2:18]1.